From a dataset of Full USPTO retrosynthesis dataset with 1.9M reactions from patents (1976-2016). Predict the reactants needed to synthesize the given product. (1) Given the product [O:15]1[CH:20]=[N:13][C:12]([C:8]2[CH:7]=[C:6]([O:5][C:4]3[CH:3]=[C:2]([NH2:1])[CH:18]=[CH:17][CH:16]=3)[CH:11]=[CH:10][N:9]=2)=[N:14]1, predict the reactants needed to synthesize it. The reactants are: [NH2:1][C:2]1[CH:3]=[C:4]([CH:16]=[CH:17][CH:18]=1)[O:5][C:6]1[CH:11]=[CH:10][N:9]=[C:8]([C:12]([NH:14][OH:15])=[NH:13])[CH:7]=1.O1CCOC[CH2:20]1.Cl.O. (2) Given the product [Cl:12][C:5]1[C:6]2[C:11](=[CH:10][CH:9]=[CH:8][CH:7]=2)[C:2]([N:15]2[CH2:16][C@@H:17]([CH3:20])[NH:18][CH2:19][C@@H:14]2[CH3:13])=[N:3][N:4]=1, predict the reactants needed to synthesize it. The reactants are: Cl[C:2]1[C:11]2[C:6](=[CH:7][CH:8]=[CH:9][CH:10]=2)[C:5]([Cl:12])=[N:4][N:3]=1.[CH3:13][C@H:14]1[CH2:19][NH:18][C@H:17]([CH3:20])[CH2:16][NH:15]1. (3) Given the product [Si:46]([O:63][CH2:64][CH2:65][N:66]1[C:70]([NH:71][C:24]([C:23]2[CH:22]=[N:21][N:18]3[CH:19]=[CH:20][C:15]([N:11]4[CH2:12][CH2:13][CH2:14][C@@H:10]4[C:4]4[C:5]([O:8][CH3:9])=[N:6][CH:7]=[C:2]([F:1])[CH:3]=4)=[N:16][C:17]=23)=[O:26])=[CH:69][CH:68]=[N:67]1)([C:59]([CH3:60])([CH3:61])[CH3:62])([C:53]1[CH:54]=[CH:55][CH:56]=[CH:57][CH:58]=1)[C:47]1[CH:52]=[CH:51][CH:50]=[CH:49][CH:48]=1, predict the reactants needed to synthesize it. The reactants are: [F:1][C:2]1[CH:3]=[C:4]([C@H:10]2[CH2:14][CH2:13][CH2:12][N:11]2[C:15]2[CH:20]=[CH:19][N:18]3[N:21]=[CH:22][C:23]([C:24]([OH:26])=O)=[C:17]3[N:16]=2)[C:5]([O:8][CH3:9])=[N:6][CH:7]=1.ClC1C=C(Cl)C=C(Cl)C=1C(Cl)=O.C(N(CC)CC)C.[Si:46]([O:63][CH2:64][CH2:65][N:66]1[C:70]([NH2:71])=[CH:69][CH:68]=[N:67]1)([C:59]([CH3:62])([CH3:61])[CH3:60])([C:53]1[CH:58]=[CH:57][CH:56]=[CH:55][CH:54]=1)[C:47]1[CH:52]=[CH:51][CH:50]=[CH:49][CH:48]=1. (4) Given the product [F:34][C:21]([F:20])([F:33])[O:22][C:23]1[CH:28]=[CH:27][C:26]([S:29]([N:9]2[CH2:10][CH2:11][C:6]3([C:2](=[O:12])[NH:3][CH2:4][CH2:5]3)[CH2:7][CH2:8]2)(=[O:31])=[O:30])=[CH:25][CH:24]=1, predict the reactants needed to synthesize it. The reactants are: Cl.[C:2]1(=[O:12])[C:6]2([CH2:11][CH2:10][NH:9][CH2:8][CH2:7]2)[CH2:5][CH2:4][NH:3]1.C(N(CC)CC)C.[F:20][C:21]([F:34])([F:33])[O:22][C:23]1[CH:28]=[CH:27][C:26]([S:29](Cl)(=[O:31])=[O:30])=[CH:25][CH:24]=1. (5) Given the product [Br:18][CH:1]([C:4]1[N:13]([CH3:14])[C:12](=[O:15])[C:11]2[C:6](=[CH:7][CH:8]=[C:9]([C:16]#[N:17])[CH:10]=2)[N:5]=1)[CH3:2], predict the reactants needed to synthesize it. The reactants are: [CH:1]([C:4]1[N:13]([CH3:14])[C:12](=[O:15])[C:11]2[C:6](=[CH:7][CH:8]=[C:9]([C:16]#[N:17])[CH:10]=2)[N:5]=1)(C)[CH3:2].[Br:18]Br.O. (6) Given the product [F:41][C:40]([F:42])([F:43])[C:38]1[CH:39]=[C:34]([NH:31][C:32]([N:18]2[CH2:19][CH2:20][N:15]([C:10]3[C:9]([O:8][CH2:7][C:4]4[CH:5]=[CH:6][N:1]=[CH:2][CH:3]=4)=[N:14][CH:13]=[CH:12][N:11]=3)[CH2:16][CH2:17]2)=[O:33])[CH:35]=[C:36]([C:44]([F:47])([F:45])[F:46])[CH:37]=1, predict the reactants needed to synthesize it. The reactants are: [N:1]1[CH:6]=[CH:5][C:4]([CH2:7][O:8][C:9]2[C:10]([N:15]3[CH2:20][CH2:19][NH:18][CH2:17][CH2:16]3)=[N:11][CH:12]=[CH:13][N:14]=2)=[CH:3][CH:2]=1.C(Cl)Cl.C(N(CC)CC)C.[N:31]([C:34]1[CH:39]=[C:38]([C:40]([F:43])([F:42])[F:41])[CH:37]=[C:36]([C:44]([F:47])([F:46])[F:45])[CH:35]=1)=[C:32]=[O:33]. (7) Given the product [Cl:22][C:23]1[CH:24]=[CH:25][C:26]([CH2:29][O:18][C:15]2[CH:16]=[CH:17][N:12]([C:9]3[CH:10]=[CH:11][C:6]4[N:7]([C:20]([CH3:21])=[C:4]([CH:1]5[CH2:3][CH2:2]5)[N:5]=4)[CH:8]=3)[C:13](=[O:19])[CH:14]=2)=[N:27][CH:28]=1, predict the reactants needed to synthesize it. The reactants are: [CH:1]1([C:4]2[N:5]=[C:6]3[CH:11]=[CH:10][C:9]([N:12]4[CH:17]=[CH:16][C:15]([OH:18])=[CH:14][C:13]4=[O:19])=[CH:8][N:7]3[C:20]=2[CH3:21])[CH2:3][CH2:2]1.[Cl:22][C:23]1[CH:24]=[CH:25][C:26]([CH2:29]O)=[N:27][CH:28]=1.C(P(CCCC)CCCC)CCC.N(C(N1CCCCC1)=O)=NC(N1CCCCC1)=O. (8) Given the product [F:40][C:41]1[CH:42]=[CH:43][C:44]([C@H:47]([N:49]([CH2:50][C:51]2[CH:52]=[CH:53][C:54]([C:55]([O:57][CH3:58])=[O:56])=[CH:59][CH:60]=2)[C:18]([C@@H:17]2[CH2:16][C:15]3[C:10](=[CH:11][CH:12]=[CH:13][CH:14]=3)[CH2:9][N:8]2[C:6]([O:5][C:1]([CH3:4])([CH3:3])[CH3:2])=[O:7])=[O:19])[CH3:48])=[CH:45][CH:46]=1, predict the reactants needed to synthesize it. The reactants are: [C:1]([O:5][C:6]([N:8]1[C@H:17]([C:18](O)=[O:19])[CH2:16][C:15]2[C:10](=[CH:11][CH:12]=[CH:13][CH:14]=2)[CH2:9]1)=[O:7])([CH3:4])([CH3:3])[CH3:2].O.[Cl-].COC1N=C(OC)N=C([N+]2(C)CCOCC2)N=1.[F:40][C:41]1[CH:46]=[CH:45][C:44]([C@H:47]([NH:49][CH2:50][C:51]2[CH:60]=[CH:59][C:54]([C:55]([O:57][CH3:58])=[O:56])=[CH:53][CH:52]=2)[CH3:48])=[CH:43][CH:42]=1.CN1CCOCC1. (9) Given the product [CH2:15]([O:16][C:13]1[C:12]2[N:4]([CH2:3][CH:2]([OH:1])[CH3:17])[N:5]=[C:6]3[CH2:7][CH2:8][CH2:9][C:10]([C:11]=23)=[CH:15][CH:14]=1)[C:10]1[CH:11]=[CH:6][CH:7]=[CH:8][CH:9]=1, predict the reactants needed to synthesize it. The reactants are: [OH:1][CH:2]([CH3:17])[CH2:3][N:4]1[C:12]2=[C:13]([OH:16])[CH:14]=[CH:15][C:10]3=[C:11]2[C:6]([CH2:7][CH2:8][CH2:9]3)=[N:5]1. (10) Given the product [F:10][C:11]1([F:17])[CH2:14][CH:13]([CH:15]([OH:16])[CH2:21][N+:18]([O-:20])=[O:19])[CH2:12]1, predict the reactants needed to synthesize it. The reactants are: C(N(C(C)C)CC)(C)C.[F:10][C:11]1([F:17])[CH2:14][CH:13]([CH:15]=[O:16])[CH2:12]1.[N+:18]([CH3:21])([O-:20])=[O:19].